This data is from Catalyst prediction with 721,799 reactions and 888 catalyst types from USPTO. The task is: Predict which catalyst facilitates the given reaction. Reactant: [CH3:1][O:2][C:3]1[CH:4]=[C:5]2[C:10](=[CH:11][C:12]=1[O:13][CH3:14])[N:9]=[CH:8][CH:7]=[C:6]2[O:15][C:16]1[CH:22]=[CH:21][C:19]([NH2:20])=[CH:18][CH:17]=1.ClC(Cl)(O[C:27](=[O:33])[O:28][C:29](Cl)(Cl)Cl)Cl.[CH3:35][O:36][C:37]1[CH:42]=[CH:41][CH:40]=[C:39]([O:43][CH3:44])C=1O.C(=O)(O)[O-].[Na+]. Product: [CH3:1][O:2][C:3]1[CH:4]=[C:5]2[C:10](=[CH:11][C:12]=1[O:13][CH3:14])[N:9]=[CH:8][CH:7]=[C:6]2[O:15][C:16]1[CH:22]=[CH:21][C:19]([NH:20][C:27](=[O:33])[O:28][C:29]2[C:37]([O:36][CH3:35])=[CH:42][CH:41]=[CH:40][C:39]=2[O:43][CH3:44])=[CH:18][CH:17]=1. The catalyst class is: 208.